Predict the product of the given reaction. From a dataset of Forward reaction prediction with 1.9M reactions from USPTO patents (1976-2016). (1) Given the reactants BrC1C=C(C(C2C=C(O)C=CC=2)(C)C)C=C([N+]([O-])=O)C=1.[Cl:21][C:22]1[CH:23]=[C:24]([C:30]([C:33]2[CH:38]=[CH:37][N:36]=[CH:35][CH:34]=2)([CH3:32])[CH3:31])[CH:25]=[C:26]([O:28]C)[CH:27]=1, predict the reaction product. The product is: [Cl:21][C:22]1[CH:27]=[C:26]([OH:28])[CH:25]=[C:24]([C:30]([C:33]2[CH:38]=[CH:37][N:36]=[CH:35][CH:34]=2)([CH3:32])[CH3:31])[CH:23]=1. (2) Given the reactants [NH2:1][C:2]1[CH:7]=[CH:6][C:5]([Cl:8])=[CH:4][C:3]=1[C:9]1[CH:17]=[C:16]2[N:12]([CH:13]([C:18](=O)[CH2:19][CH2:20][C:21]([C:23]3[CH:28]=[CH:27][CH:26]=[CH:25][CH:24]=3)=O)[CH2:14][CH2:15]2)[C:11](=[O:30])[CH:10]=1.C([O-])(=O)C.[NH4+:35].C(=O)([O-])O.[Na+], predict the reaction product. The product is: [NH2:1][C:2]1[CH:7]=[CH:6][C:5]([Cl:8])=[CH:4][C:3]=1[C:9]1[CH:17]=[C:16]2[N:12]([CH:13]([C:18]3[NH:35][C:21]([C:23]4[CH:28]=[CH:27][CH:26]=[CH:25][CH:24]=4)=[CH:20][CH:19]=3)[CH2:14][CH2:15]2)[C:11](=[O:30])[CH:10]=1. (3) Given the reactants Cl[C:2]1[CH:7]=[C:6]([C:8]2[CH:13]=[CH:12][C:11]([C:14]([F:17])([F:16])[F:15])=[CH:10][CH:9]=2)[N:5]=[CH:4][N:3]=1.[NH2:18][C:19]1[C:27]2[NH:26][CH:25]=[N:24][C:23]=2[CH:22]=[CH:21][CH:20]=1, predict the reaction product. The product is: [NH:24]1[C:23]2[CH:22]=[CH:21][CH:20]=[C:19]([NH:18][C:2]3[CH:7]=[C:6]([C:8]4[CH:13]=[CH:12][C:11]([C:14]([F:17])([F:16])[F:15])=[CH:10][CH:9]=4)[N:5]=[CH:4][N:3]=3)[C:27]=2[N:26]=[CH:25]1. (4) Given the reactants [F:1][C:2]([F:38])([F:37])[O:3][C:4]1[CH:9]=[CH:8][C:7]([N:10]2[CH:14]=[C:13]([C:15]([NH:17][C:18]3[CH:23]=[CH:22][C:21]([C@@H:24]4[O:29][CH2:28][CH2:27][N:26](C(OC(C)(C)C)=O)[CH2:25]4)=[CH:20][CH:19]=3)=[O:16])[CH:12]=[N:11]2)=[CH:6][CH:5]=1.[ClH:39].CCOCC, predict the reaction product. The product is: [ClH:39].[NH:26]1[CH2:27][CH2:28][O:29][C@@H:24]([C:21]2[CH:22]=[CH:23][C:18]([NH:17][C:15]([C:13]3[CH:12]=[N:11][N:10]([C:7]4[CH:8]=[CH:9][C:4]([O:3][C:2]([F:38])([F:1])[F:37])=[CH:5][CH:6]=4)[CH:14]=3)=[O:16])=[CH:19][CH:20]=2)[CH2:25]1. (5) Given the reactants Br[C:2]1[CH:3]=[N:4][CH:5]=[C:6]([N:8]2[CH2:12][CH2:11][CH2:10][C@H:9]2[C:13]([CH3:21])([CH3:20])[O:14][SiH2:15][C:16]([CH3:19])([CH3:18])[CH3:17])[CH:7]=1.[Cl:22][C:23]1[CH:24]=[C:25]2[C:29](=[CH:30][CH:31]=1)[C:28](=[O:32])[NH:27][CH2:26]2, predict the reaction product. The product is: [C:16]([SiH2:15][O:14][C:13]([CH3:21])([CH3:20])[C@@H:9]1[CH2:10][CH2:11][CH2:12][N:8]1[C:6]1[CH:7]=[C:2]([N:27]2[CH2:26][C:25]3[C:29](=[CH:30][CH:31]=[C:23]([Cl:22])[CH:24]=3)[C:28]2=[O:32])[CH:3]=[N:4][CH:5]=1)([CH3:19])([CH3:18])[CH3:17].